From a dataset of Reaction yield outcomes from USPTO patents with 853,638 reactions. Predict the reaction yield, written as a fraction of the theoretical maximum amount of product (1.0 means a 100% yield; for example, 0.34 means a 34% yield). (1) The catalyst is ClCCl. The yield is 0.870. The product is [O:11]=[C:12]1[CH2:17][N:16]([C:18]([O:20][C:21]([CH3:22])([CH3:23])[CH3:24])=[O:19])[CH2:15][CH:14]([C:25]([O:27][CH3:28])=[O:26])[CH2:13]1. The reactants are C(Cl)(=O)C(Cl)=O.CS(C)=O.[OH:11][CH:12]1[CH2:17][N:16]([C:18]([O:20][C:21]([CH3:24])([CH3:23])[CH3:22])=[O:19])[CH2:15][CH:14]([C:25]([O:27][CH3:28])=[O:26])[CH2:13]1.C(N(CC)CC)C. (2) The reactants are [CH3:1][O:2][C:3]1[N:8]=[CH:7][C:6]([CH:9](O)[CH3:10])=[CH:5][CH:4]=1.C(N(CC)CC)C.CS(Cl)(=O)=O. The catalyst is C1COCC1. The product is [CH3:1][O:2][C:3]1[CH:4]=[CH:5][C:6]([CH:9]=[CH2:10])=[CH:7][N:8]=1. The yield is 0.370.